From a dataset of Forward reaction prediction with 1.9M reactions from USPTO patents (1976-2016). Predict the product of the given reaction. (1) Given the reactants [H-].[Na+].[Cl:3][C:4]1[CH:9]=[C:8]([Cl:10])[N:7]=[CH:6][C:5]=1[CH2:11][C:12]#[N:13].Br[CH2:15][CH2:16]Cl, predict the reaction product. The product is: [Cl:3][C:4]1[CH:9]=[C:8]([Cl:10])[N:7]=[CH:6][C:5]=1[C:11]1([C:12]#[N:13])[CH2:16][CH2:15]1. (2) Given the reactants [Cl:1][C:2]1[CH:7]=[C:6]([Cl:8])[CH:5]=[CH:4][C:3]=1[N:9]1[C:13]2=[N:14][C:15]([CH3:30])=[CH:16][C:17]([N:18]3[CH2:23][CH2:22][CH:21](O)[CH:20](C(OCC)=O)[CH2:19]3)=[C:12]2[C:11]([CH3:31])=[C:10]1[CH3:32].C(N([CH2:38][CH3:39])CC)C.CS(Cl)(=O)=[O:42].[C:45](=O)([O-])[OH:46].[Na+], predict the reaction product. The product is: [CH2:38]([O:42][C:20]1[CH2:19][N:18]([C:17]2[CH:16]=[C:15]([CH3:30])[N:14]=[C:13]3[N:9]([C:3]4[CH:4]=[CH:5][C:6]([Cl:8])=[CH:7][C:2]=4[Cl:1])[C:10]([CH3:32])=[C:11]([CH3:31])[C:12]=23)[C:23](=[C:45]=[O:46])[CH2:22][CH:21]=1)[CH3:39]. (3) Given the reactants [C:1]([NH:11][C@@H:12]1[C:17](=[O:18])[O:16][C:14](=O)[CH2:13]1)([O:3][CH2:4][C:5]1[CH:10]=[CH:9][CH:8]=[CH:7][CH:6]=1)=[O:2].Cl.[NH2:20][CH2:21][C:22]1[CH:30]=[CH:29][C:25]([C:26]([OH:28])=[O:27])=[CH:24][CH:23]=1.C(N(CC)CC)C, predict the reaction product. The product is: [CH2:4]([O:3][C:1]([NH:11][C@H:12]1[CH2:13][C:14](=[O:16])[N:20]([CH2:21][C:22]2[CH:23]=[CH:24][C:25]([C:26]([OH:28])=[O:27])=[CH:29][CH:30]=2)[C:17]1=[O:18])=[O:2])[C:5]1[CH:6]=[CH:7][CH:8]=[CH:9][CH:10]=1.